Dataset: Catalyst prediction with 721,799 reactions and 888 catalyst types from USPTO. Task: Predict which catalyst facilitates the given reaction. (1) Reactant: [CH2:1]1[O:6][C:4](=[O:5])[NH:3][C@@H:2]1[CH2:7][C:8]1[CH:13]=[CH:12][CH:11]=[CH:10][CH:9]=1.[Li]CCCC.[Br:19][CH2:20][C:21](Br)=[O:22].CCOC(C)=O.CCCCCC. Product: [CH2:7]([C@@H:2]1[CH2:1][O:6][C:4](=[O:5])[N:3]1[C:21](=[O:22])[CH2:20][Br:19])[C:8]1[CH:9]=[CH:10][CH:11]=[CH:12][CH:13]=1. The catalyst class is: 56. (2) Reactant: [F:1][C:2]([F:12])([F:11])[O:3][C:4]1[CH:9]=[CH:8][C:7]([OH:10])=[CH:6][CH:5]=1.[N+:13]([O-])([OH:15])=[O:14]. Product: [F:1][C:2]([F:11])([F:12])[O:3][C:4]1[CH:5]=[CH:6][C:7]([OH:10])=[C:8]([N+:13]([O-:15])=[O:14])[CH:9]=1. The catalyst class is: 15. (3) Reactant: [CH2:1]([O:8][C:9]1[CH:10]=[C:11]([C:19]2[CH2:23][C:22]([CH2:26][CH2:27][OH:28])([CH2:24]O)[O:21][N:20]=2)[CH:12]=[CH:13][C:14]=1[O:15][CH:16]([F:18])[F:17])[C:2]1[CH:7]=[CH:6][CH:5]=[CH:4][CH:3]=1.C1(P(C2C=CC=CC=2)C2C=CC=CC=2)C=CC=CC=1.C1(=O)NC(=O)CC1. Product: [CH2:1]([O:8][C:9]1[CH:10]=[C:11]([C:19]2[CH2:23][C:22]3([CH2:26][CH2:27][O:28][CH2:24]3)[O:21][N:20]=2)[CH:12]=[CH:13][C:14]=1[O:15][CH:16]([F:18])[F:17])[C:2]1[CH:7]=[CH:6][CH:5]=[CH:4][CH:3]=1. The catalyst class is: 7. (4) Reactant: CC1[N:3]([C:8]2[N:13]=[C:12]([CH2:14][CH:15]([C:17]3[CH:22]=[CH:21][CH:20]=[C:19]([CH2:23][CH2:24][C:25]4[CH:30]=[C:29]([CH3:31])[CH:28]=[C:27]([N:32]5C(C)=CC=C5C)[N:26]=4)[CH:18]=3)[OH:16])[CH:11]=[C:10]([CH3:39])[CH:9]=2)C(C)=CC=1.Cl.NO.C(O)C. Product: [NH2:3][C:8]1[N:13]=[C:12]([CH2:14][CH:15]([C:17]2[CH:22]=[CH:21][CH:20]=[C:19]([CH2:23][CH2:24][C:25]3[CH:30]=[C:29]([CH3:31])[CH:28]=[C:27]([NH2:32])[N:26]=3)[CH:18]=2)[OH:16])[CH:11]=[C:10]([CH3:39])[CH:9]=1. The catalyst class is: 6.